This data is from Forward reaction prediction with 1.9M reactions from USPTO patents (1976-2016). The task is: Predict the product of the given reaction. (1) Given the reactants [O-]CC.[Na+].[Na].[C:6]([O:12][CH2:13][CH3:14])(=[O:11])[CH2:7][C:8]([CH3:10])=[O:9].[CH2:15]([O:22][C:23]1[C:28]([F:29])=[CH:27][C:26]([C:30](=[O:34])[CH:31](Br)[CH3:32])=[CH:25][C:24]=1[F:35])[C:16]1[CH:21]=[CH:20][CH:19]=[CH:18][CH:17]=1, predict the reaction product. The product is: [CH2:13]([O:12][C:6](=[O:11])[CH:7]([C:8](=[O:9])[CH3:10])[CH:31]([CH3:32])[C:30]([C:26]1[CH:25]=[C:24]([F:35])[C:23]([O:22][CH2:15][C:16]2[CH:21]=[CH:20][CH:19]=[CH:18][CH:17]=2)=[C:28]([F:29])[CH:27]=1)=[O:34])[CH3:14]. (2) The product is: [CH3:32][Si:31]([CH3:34])([CH3:33])[CH2:30][CH2:29][O:28][CH2:27][N:24]1[C:20]2[N:21]=[CH:22][N:23]=[C:18]([O:1][C@H:2]3[CH2:7][CH2:6][CH2:5][N:4]([C:8]([O:10][C:11]([CH3:14])([CH3:13])[CH3:12])=[O:9])[CH2:3]3)[C:19]=2[CH:26]=[CH:25]1. Given the reactants [OH:1][C@H:2]1[CH2:7][CH2:6][CH2:5][N:4]([C:8]([O:10][C:11]([CH3:14])([CH3:13])[CH3:12])=[O:9])[CH2:3]1.[H-].[Na+].Cl[C:18]1[C:19]2[CH:26]=[CH:25][N:24]([CH2:27][O:28][CH2:29][CH2:30][Si:31]([CH3:34])([CH3:33])[CH3:32])[C:20]=2[N:21]=[CH:22][N:23]=1, predict the reaction product.